From a dataset of Catalyst prediction with 721,799 reactions and 888 catalyst types from USPTO. Predict which catalyst facilitates the given reaction. (1) Reactant: C([N:8]1[CH2:12][C@H:11]2[C:13]3[CH:14]=[C:15]([O:22][CH3:23])[CH:16]=[C:17]([CH3:21])[C:18]=3[CH2:19][O:20][C@H:10]2[CH2:9]1)C1C=CC=CC=1.[Cl:24]C(OC(Cl)C)=O.CO. Product: [ClH:24].[CH3:23][O:22][C:15]1[CH:16]=[C:17]([CH3:21])[C:18]2[CH2:19][O:20][C@@H:10]3[C@H:11]([C:13]=2[CH:14]=1)[CH2:12][NH:8][CH2:9]3. The catalyst class is: 11. (2) Reactant: [NH2:1][C@H:2]1[CH2:6][CH2:5][NH:4][CH2:3]1.Br[C:8]1[S:9][C:10]([C:14]([O:16][CH2:17][CH3:18])=[O:15])=[C:11]([CH3:13])[N:12]=1.C(N(C(C)C)CC)(C)C. Product: [NH2:1][C@H:2]1[CH2:6][CH2:5][N:4]([C:8]2[S:9][C:10]([C:14]([O:16][CH2:17][CH3:18])=[O:15])=[C:11]([CH3:13])[N:12]=2)[CH2:3]1. The catalyst class is: 39. (3) The catalyst class is: 4. Product: [C:1]([O:4][C:5]1[CH:6]=[CH:7][C:8]([C:11]2[N:12]=[C:13]([CH2:18][C:19]3[CH:24]=[CH:23][CH:22]=[CH:21][CH:20]=3)[C:14]([N:17]([S:38]([CH2:37][C:31]3[CH:30]=[CH:43][C:33]([I:32])=[CH:34][CH:35]=3)(=[O:40])=[O:39])[S:38]([CH2:37][C:36]3[CH:42]=[CH:43][C:33]([I:32])=[CH:34][CH:35]=3)(=[O:40])=[O:39])=[N:15][CH:16]=2)=[CH:9][CH:10]=1)(=[O:3])[CH3:2]. Reactant: [C:1]([O:4][C:5]1[CH:10]=[CH:9][C:8]([C:11]2[N:12]=[C:13]([CH2:18][C:19]3[CH:24]=[CH:23][CH:22]=[CH:21][CH:20]=3)[C:14]([NH2:17])=[N:15][CH:16]=2)=[CH:7][CH:6]=1)(=[O:3])[CH3:2].C(N([CH2:30][CH3:31])CC)C.[I:32][C:33]1[CH:43]=[CH:42][C:36]([CH2:37][S:38](Cl)(=[O:40])=[O:39])=[CH:35][CH:34]=1.Cl. (4) Reactant: [Cl:1][C:2]1[CH:3]=[C:4]([NH:19][C:20]2[C:30]3[CH:29]=[C:28]([C:31]([NH:33][CH2:34][CH2:35][O:36][CH2:37][C:38]([OH:41])([CH3:40])[CH3:39])=[O:32])[CH2:27][CH2:26][NH:25][C:24]=3[N:23]=[CH:22][N:21]=2)[CH:5]=[CH:6][C:7]=1[O:8][C:9]1[CH:14]=[CH:13][CH:12]=[C:11]([C:15]([F:18])([F:17])[F:16])[CH:10]=1.Cl.C(OCC)(=O)C. Product: [ClH:1].[Cl:1][C:2]1[CH:3]=[C:4]([NH:19][C:20]2[C:30]3[CH:29]=[C:28]([C:31]([NH:33][CH2:34][CH2:35][O:36][CH2:37][C:38]([OH:41])([CH3:39])[CH3:40])=[O:32])[CH2:27][CH2:26][NH:25][C:24]=3[N:23]=[CH:22][N:21]=2)[CH:5]=[CH:6][C:7]=1[O:8][C:9]1[CH:14]=[CH:13][CH:12]=[C:11]([C:15]([F:17])([F:18])[F:16])[CH:10]=1. The catalyst class is: 13.